This data is from Full USPTO retrosynthesis dataset with 1.9M reactions from patents (1976-2016). The task is: Predict the reactants needed to synthesize the given product. (1) The reactants are: [OH-].[Na+].[CH:3]1([N:6]2[C:14]3[C:9](=[C:10]([N:39]4[CH2:44][CH2:43][CH:42]([C:45]([O:47]CC)=[O:46])[CH2:41][CH2:40]4)[CH:11]=[C:12]([C:15]([N:17]4[CH2:22][CH2:21][C:20]5([CH2:31][C:30](=[O:32])[C:29]6[C:24](=[CH:25][CH:26]=[C:27]([C:33]7[CH:34]=[N:35][N:36]([CH3:38])[CH:37]=7)[CH:28]=6)[O:23]5)[CH2:19][CH2:18]4)=[O:16])[CH:13]=3)[CH:8]=[CH:7]2)[CH2:5][CH2:4]1.CO.Cl. Given the product [CH:3]1([N:6]2[C:14]3[C:9](=[C:10]([N:39]4[CH2:44][CH2:43][CH:42]([C:45]([OH:47])=[O:46])[CH2:41][CH2:40]4)[CH:11]=[C:12]([C:15]([N:17]4[CH2:18][CH2:19][C:20]5([CH2:31][C:30](=[O:32])[C:29]6[C:24](=[CH:25][CH:26]=[C:27]([C:33]7[CH:34]=[N:35][N:36]([CH3:38])[CH:37]=7)[CH:28]=6)[O:23]5)[CH2:21][CH2:22]4)=[O:16])[CH:13]=3)[CH:8]=[CH:7]2)[CH2:4][CH2:5]1, predict the reactants needed to synthesize it. (2) Given the product [Br:1][C:2]1[CH:7]=[N:6][CH:5]=[C:4]([C:8]2[NH:15][N:11]=[CH:10][CH:9]=2)[CH:3]=1, predict the reactants needed to synthesize it. The reactants are: [Br:1][C:2]1[CH:3]=[C:4]([C:8](=O)[CH:9]=[CH:10][N:11](C)C)[CH:5]=[N:6][CH:7]=1.[NH2:15]N.